Regression. Given a peptide amino acid sequence and an MHC pseudo amino acid sequence, predict their binding affinity value. This is MHC class II binding data. From a dataset of Peptide-MHC class II binding affinity with 134,281 pairs from IEDB. (1) The peptide sequence is LRPTFDTRLMRLEDE. The MHC is HLA-DPA10103-DPB10401 with pseudo-sequence HLA-DPA10103-DPB10401. The binding affinity (normalized) is 0. (2) The peptide sequence is LSLAVSSAVPTSWVP. The MHC is DRB3_0202 with pseudo-sequence DRB3_0202. The binding affinity (normalized) is 0.770.